From a dataset of NCI-60 drug combinations with 297,098 pairs across 59 cell lines. Regression. Given two drug SMILES strings and cell line genomic features, predict the synergy score measuring deviation from expected non-interaction effect. Cell line: T-47D. Drug 1: CCN(CC)CCNC(=O)C1=C(NC(=C1C)C=C2C3=C(C=CC(=C3)F)NC2=O)C. Drug 2: CCC1(C2=C(COC1=O)C(=O)N3CC4=CC5=C(C=CC(=C5CN(C)C)O)N=C4C3=C2)O.Cl. Synergy scores: CSS=21.9, Synergy_ZIP=1.06, Synergy_Bliss=8.44, Synergy_Loewe=-22.6, Synergy_HSA=4.13.